Dataset: Full USPTO retrosynthesis dataset with 1.9M reactions from patents (1976-2016). Task: Predict the reactants needed to synthesize the given product. Given the product [CH2:12]([O:14][C:15]([C:17]1[NH:18][CH:19]=[C:20]([C:9](=[O:10])[CH2:8][C:5]2[CH:6]=[CH:7][C:2]([Cl:1])=[CH:3][CH:4]=2)[C:21]=1[CH3:22])=[O:16])[CH3:13], predict the reactants needed to synthesize it. The reactants are: [Cl:1][C:2]1[CH:7]=[CH:6][C:5]([CH2:8][C:9](Cl)=[O:10])=[CH:4][CH:3]=1.[CH2:12]([O:14][C:15]([C:17]1[NH:18][CH:19]=[CH:20][C:21]=1[CH3:22])=[O:16])[CH3:13].[Al+3].[Cl-].[Cl-].[Cl-].